Task: Regression. Given two drug SMILES strings and cell line genomic features, predict the synergy score measuring deviation from expected non-interaction effect.. Dataset: NCI-60 drug combinations with 297,098 pairs across 59 cell lines (1) Drug 1: COC1=C2C(=CC3=C1OC=C3)C=CC(=O)O2. Drug 2: CC1CCCC2(C(O2)CC(NC(=O)CC(C(C(=O)C(C1O)C)(C)C)O)C(=CC3=CSC(=N3)C)C)C. Cell line: SK-MEL-2. Synergy scores: CSS=25.4, Synergy_ZIP=1.12, Synergy_Bliss=-4.90, Synergy_Loewe=-32.4, Synergy_HSA=-2.17. (2) Drug 1: C1=NC2=C(N1)C(=S)N=C(N2)N. Drug 2: CN1C2=C(C=C(C=C2)N(CCCl)CCCl)N=C1CCCC(=O)O.Cl. Cell line: MDA-MB-435. Synergy scores: CSS=8.71, Synergy_ZIP=-3.11, Synergy_Bliss=0.113, Synergy_Loewe=-20.9, Synergy_HSA=-2.77.